Dataset: Catalyst prediction with 721,799 reactions and 888 catalyst types from USPTO. Task: Predict which catalyst facilitates the given reaction. (1) Reactant: [F:1][CH:2]([F:39])[O:3][C:4]1[CH:5]=[C:6]([CH:14]([C:23]2[CH:28]=[CH:27][C:26]([C:29]([OH:38])([C:34]([F:37])([F:36])[F:35])[C:30]([F:33])([F:32])[F:31])=[CH:25][CH:24]=2)[CH2:15][C:16]2[CH:17]=[N+:18]([O-])[CH:19]=[CH:20][CH:21]=2)[CH:7]=[CH:8][C:9]=1[O:10][CH:11]([F:13])[F:12].C(N(CC)CC)C.FC(F)(F)C(OC(=O)C(F)(F)F)=[O:50]. Product: [F:39][CH:2]([F:1])[O:3][C:4]1[CH:5]=[C:6]([CH:14]([C:23]2[CH:28]=[CH:27][C:26]([C:29]([OH:38])([C:34]([F:37])([F:35])[F:36])[C:30]([F:31])([F:33])[F:32])=[CH:25][CH:24]=2)[CH2:15][C:16]2[CH:21]=[CH:20][C:19](=[O:50])[NH:18][CH:17]=2)[CH:7]=[CH:8][C:9]=1[O:10][CH:11]([F:12])[F:13]. The catalyst class is: 1. (2) Reactant: [Br:1][C:2]1[CH:7]=[CH:6][C:5]([C:8]2([OH:19])[CH2:13][CH2:12][CH:11]([C:14]([O:16]CC)=[O:15])[CH2:10][CH2:9]2)=[C:4]([CH3:20])[CH:3]=1.O.[OH-].[Li+]. Product: [Br:1][C:2]1[CH:7]=[CH:6][C:5]([C:8]2([OH:19])[CH2:9][CH2:10][CH:11]([C:14]([OH:16])=[O:15])[CH2:12][CH2:13]2)=[C:4]([CH3:20])[CH:3]=1. The catalyst class is: 24.